The task is: Regression. Given two drug SMILES strings and cell line genomic features, predict the synergy score measuring deviation from expected non-interaction effect.. This data is from NCI-60 drug combinations with 297,098 pairs across 59 cell lines. (1) Drug 1: CC(CN1CC(=O)NC(=O)C1)N2CC(=O)NC(=O)C2. Drug 2: C1=C(C(=O)NC(=O)N1)N(CCCl)CCCl. Cell line: IGROV1. Synergy scores: CSS=47.3, Synergy_ZIP=2.74, Synergy_Bliss=6.36, Synergy_Loewe=10.9, Synergy_HSA=12.5. (2) Drug 1: C1=CC(=CC=C1CCCC(=O)O)N(CCCl)CCCl. Drug 2: C1=CC=C(C(=C1)C(C2=CC=C(C=C2)Cl)C(Cl)Cl)Cl. Cell line: SF-295. Synergy scores: CSS=9.80, Synergy_ZIP=-5.02, Synergy_Bliss=-6.97, Synergy_Loewe=-18.7, Synergy_HSA=-7.71. (3) Drug 1: C1=CN(C(=O)N=C1N)C2C(C(C(O2)CO)O)O.Cl. Drug 2: CC1=C2C(C(=O)C3(C(CC4C(C3C(C(C2(C)C)(CC1OC(=O)C(C(C5=CC=CC=C5)NC(=O)OC(C)(C)C)O)O)OC(=O)C6=CC=CC=C6)(CO4)OC(=O)C)O)C)O. Cell line: SK-MEL-28. Synergy scores: CSS=24.7, Synergy_ZIP=5.72, Synergy_Bliss=7.17, Synergy_Loewe=-0.289, Synergy_HSA=1.97.